Dataset: Forward reaction prediction with 1.9M reactions from USPTO patents (1976-2016). Task: Predict the product of the given reaction. The product is: [NH2:16][C:4]1[N:3]=[C:2]([NH:17][CH2:18][CH2:19][CH2:20][N:21]2[CH2:25][CH2:24][CH2:23][C:22]2=[O:26])[CH:7]=[C:6]([C:8]2[CH:13]=[CH:12][CH:11]=[C:10]([Cl:14])[C:9]=2[CH3:15])[N:5]=1. Given the reactants Cl[C:2]1[CH:7]=[C:6]([C:8]2[CH:13]=[CH:12][CH:11]=[C:10]([Cl:14])[C:9]=2[CH3:15])[N:5]=[C:4]([NH2:16])[N:3]=1.[NH2:17][CH2:18][CH2:19][CH2:20][N:21]1[CH2:25][CH2:24][CH2:23][C:22]1=[O:26], predict the reaction product.